Dataset: Experimentally validated miRNA-target interactions with 360,000+ pairs, plus equal number of negative samples. Task: Binary Classification. Given a miRNA mature sequence and a target amino acid sequence, predict their likelihood of interaction. (1) The miRNA is hsa-miR-7843-3p with sequence AUGAAGCCUUCUCUGCCUUACG. The protein sequence of the target gene is MARPQRTPARSPDSIVEVKSKFDAEFRRFALPRASVSGFQEFSRLLRAVHQIPGLDVLLGYTDAHGDLLPLTNDDSLHRALASGPPPLRLLVQKRAEADSSGLAFASNSLQRRKKGLLLRPVAPLRTRPPLLISLPQDFRQVSSVIDVDLLPETHRRVRLHKHGSDRPLGFYIRDGMSVRVAPQGLERVPGIFISRLVRGGLAESTGLLAVSDEILEVNGIEVAGKTLDQVTDMMVANSHNLIVTVKPANQRNNVVRGASGRLTGPPSAGPGPAEPDSDDDSSDLVIENRQPPSSNGLSQ.... Result: 0 (no interaction). (2) The miRNA is hsa-miR-4768-3p with sequence CCAGGAGAUCCAGAGAGAAU. The protein sequence of the target gene is MEFRQEEFRKLAGRALGKLHRLLEKRQEGAETLELSADGRPVTTQTRDPPVVDCTCFGLPRRYIIAIMSGLGFCISFGIRCNLGVAIVSMVNNSTTHRGGHVVVQKAQFSWDPETVGLIHGSFFWGYIVTQIPGGFICQKFAANRVFGFAIVATSTLNMLIPSAARVHYGCVIFVRILQGLVEGVTYPACHGIWSKWAPPLERSRLATTAFCGSYAGAVVAMPLAGVLVQYSGWSSVFYVYGSFGIFWYLFWLLVSYESPALHPSISEEERKYIEDAIGESAKLMNPLTKFSTPWRRFFT.... Result: 0 (no interaction). (3) The miRNA is hsa-miR-876-5p with sequence UGGAUUUCUUUGUGAAUCACCA. The protein sequence of the target gene is MNGQLNGFHEAFIEEGTFLFTSESVGEGHPDKICDQISDAVLDAHLQQDPDAKVACETVAKTGMILLAGEITSRAAVDYQKVVREAVKHIGYDDSSKGFDYKTCNVLVALEQQSPDIAQGVHLDRNEEDIGAGDQGLMFGYATDETEECMPLTIVLAHKLNAKLAELRRNGTLPWLRPDSKTQVTVQYMQDRGAVLPIRVHTIVISVQHDEEVCLDEMRDALKEKVIKAVVPAKYLDEDTIYHLQPSGRFVIGGPQGDAGLTGRKIIVDTYGGWGAHGGGAFSGKDYTKVDRSAAYAARW.... Result: 1 (interaction). (4) The miRNA is hsa-miR-3688-5p with sequence AGUGGCAAAGUCUUUCCAUAU. The protein sequence of the target gene is MKLLPSVMLKLFLAAVLSALVTGESLERLRRGLAAATSNPDPPTGSTNQLLPTGGDRAQGVQDLEGTDLNLFKVAFSSKPQGLATPSKERNGKKKKKGKGLGKKRDPCLRKYKDYCIHGECRYLQEFRTPSCKCLPGYHGHRCHGLTLPVENPLYTYDHTTVLAVVAVVLSSVCLLVIVGLLMFRYHRRGGYDLESEEKVKLGVASSH. Result: 0 (no interaction). (5) The miRNA is hsa-miR-3159 with sequence UAGGAUUACAAGUGUCGGCCAC. The protein sequence of the target gene is MAFPSLSAGQNPWRNLSSEELEKQYSPSRWVIHTKPEEVVGNFVQIGSQATQKARATRRNQLDVPYGDGEGEKLDIYFPDEDSKAFPLFLFLHGGYWQSGSKDDSAFMVNPLTAQGIVVVIVAYDIAPKGTLDQMVDQVTRSVVFLQRRYPSNEGIYLCGHSAGAHLAAMVLLARWTKHGVTPNLQGFLLVSGIYDLEPLIATSQNDPLRMTLEDAQRNSPQRHLDVVPAQPVAPACPVLVLVGQHDSPEFHRQSKEFYETLLRVGWKASFQQLRGVDHFDIIENLTREDDVLTQIILKT.... Result: 0 (no interaction). (6) The miRNA is hsa-miR-933 with sequence UGUGCGCAGGGAGACCUCUCCC. The protein sequence of the target gene is MRDYDEVTAFLGEWGPFQRLIFFLLSASIIPNGFTGLSSVFLIATPEHRCRVPDAANLSSAWRNHTVPLRLRDGREVPHSCRRYRLATIANFSALGLEPGRDVDLGQLEQESCLDGWEFSQDVYLSTIVTEWNLVCEDDWKAPLTISLFFVGVLLGSFISGQLSDRFGRKNVLFVTMGMQTGFSFLQIFSKNFEMFVVLFVLVGMGQISNYVAAFVLGTEILGKSVRIIFSTLGVCIFYAFGYMVLPLFAYFIRDWRMLLVALTMPGVLCVALWWFIPESPRWLISQGRFEEAEVIIRKA.... Result: 0 (no interaction). (7) The miRNA is hsa-miR-1276 with sequence UAAAGAGCCCUGUGGAGACA. The protein sequence of the target gene is MCPPQAQAEVGPTMTEKAEMVCAPSPAPAPPPKPASPGPPQVEEVGHRGGSSPPRLPPGVPVISLGHSRPPGVAMPTTELGTLRPPLLQLSTLGTAPPTLALHYHPHPFLNSVYIGPAGPFSIFPSSRLKRRPSHCELDLAEGHQPQKVARRVFTNSRERWRQQNVNGAFAELRKLLPTHPPDRKLSKNEVLRLAMKYIGFLVRLLRDQAAALAAGPTPPGPRKRPVHRVPDDGARRGSGRRAEAAARSQPAPPADPDGSPGGAARPIKMEQTALSPEVR. Result: 0 (no interaction). (8) The miRNA is hsa-miR-5582-3p with sequence UAAAACUUUAAGUGUGCCUAGG. The protein sequence of the target gene is MQQTTFEESRYHWQDSLENVAVCLPFRCPRCGDHTRFRSLSSLRAHLEFSHSYEERTLLTKCSLLPSLKDTELLRSSELPKQGKVLRGHAKVTKQKSSYVNLYSISHGHSKDTKPFEMVAERPVSYVQTYTAVDIRADSLDAPCASPGLPTQDTKAAFEAHVREKFNRMVEAVDRTIEKRIDKLTKELAQKTAELLEVRAAFAQLTQKKQEVQRRERALNKQVDVAVEMIAVLKQRLTESEEELLRKEEEVVTFNHFLEAAAEKEVQGKARLQDFIENLLQRVELAEKQLEYYQSQQASG.... Result: 0 (no interaction).